Dataset: Rat liver microsome stability data. Task: Regression/Classification. Given a drug SMILES string, predict its absorption, distribution, metabolism, or excretion properties. Task type varies by dataset: regression for continuous measurements (e.g., permeability, clearance, half-life) or binary classification for categorical outcomes (e.g., BBB penetration, CYP inhibition). Dataset: rlm. (1) The molecule is CC1(C#N)CCN(c2c(C(=O)N3CCN(C(=O)C4CC4)CC3)cnc3sccc23)CC1. The result is 1 (stable in rat liver microsomes). (2) The compound is C=C[C@]1(C)C[C@@H](OC(=O)CSC(C)(C)CNC(=O)[C@H](N)C(C)C)[C@]2(C)[C@H](C)CC[C@]3(CCC(=O)[C@H]32)[C@@H](C)[C@@H]1O. The result is 1 (stable in rat liver microsomes). (3) The drug is Cc1cccc(S(=O)(=O)c2cn(Cc3ccccc3)c3cc(N4CCCC(C)C4)c(F)cc3c2=O)c1. The result is 1 (stable in rat liver microsomes). (4) The drug is CCOC(=O)c1nc(Nc2ccc(N3CCC(C)CC3)cc2)c2ccccc2n1. The result is 1 (stable in rat liver microsomes). (5) The compound is Cn1c(-c2cccnc2)c(C#N)c2ccc(Cl)cc21. The result is 0 (unstable in rat liver microsomes). (6) The compound is Cc1ccc(CN2CC[C@@H](N3CC[C@@H](c4ccc(O)cc4)[C@H](F)C3)C2=O)cc1. The result is 1 (stable in rat liver microsomes).